Predict hERG channel inhibition at various concentrations. From a dataset of hERG Central: cardiac toxicity at 1µM, 10µM, and general inhibition. (1) The molecule is O=c1c(C=NCCCn2ccnc2)c(-c2ccccc2)[nH]n1-c1nc2ccccc2s1. Results: hERG_inhib (hERG inhibition (general)): blocker. (2) The drug is O=C(C1CCN(S(=O)(=O)c2ccc(Cl)cc2)CC1)N1CCN(c2ccccn2)CC1. Results: hERG_inhib (hERG inhibition (general)): blocker.